Task: Regression. Given two drug SMILES strings and cell line genomic features, predict the synergy score measuring deviation from expected non-interaction effect.. Dataset: NCI-60 drug combinations with 297,098 pairs across 59 cell lines (1) Drug 1: C1=CC=C(C=C1)NC(=O)CCCCCCC(=O)NO. Drug 2: B(C(CC(C)C)NC(=O)C(CC1=CC=CC=C1)NC(=O)C2=NC=CN=C2)(O)O. Cell line: M14. Synergy scores: CSS=22.4, Synergy_ZIP=-1.63, Synergy_Bliss=0.914, Synergy_Loewe=-19.8, Synergy_HSA=-0.221. (2) Drug 1: CN(C)C1=NC(=NC(=N1)N(C)C)N(C)C. Drug 2: C1=CC(=CC=C1C#N)C(C2=CC=C(C=C2)C#N)N3C=NC=N3. Cell line: HS 578T. Synergy scores: CSS=-11.0, Synergy_ZIP=5.03, Synergy_Bliss=4.19, Synergy_Loewe=-4.97, Synergy_HSA=-3.25. (3) Drug 2: CC1=C2C(C(=O)C3(C(CC4C(C3C(C(C2(C)C)(CC1OC(=O)C(C(C5=CC=CC=C5)NC(=O)OC(C)(C)C)O)O)OC(=O)C6=CC=CC=C6)(CO4)OC(=O)C)O)C)O. Synergy scores: CSS=33.6, Synergy_ZIP=-6.16, Synergy_Bliss=-3.67, Synergy_Loewe=-25.9, Synergy_HSA=-1.84. Drug 1: C1=CC(=CC=C1CCCC(=O)O)N(CCCl)CCCl. Cell line: OVCAR-5.